This data is from Rat liver microsome stability data. The task is: Regression/Classification. Given a drug SMILES string, predict its absorption, distribution, metabolism, or excretion properties. Task type varies by dataset: regression for continuous measurements (e.g., permeability, clearance, half-life) or binary classification for categorical outcomes (e.g., BBB penetration, CYP inhibition). Dataset: rlm. (1) The drug is CCC(C)NS(=O)(=O)Cc1ccc(C=Cc2cncc(C#N)c2Nc2ccc3[nH]ccc3c2C)cc1. The result is 1 (stable in rat liver microsomes). (2) The compound is COc1ccc(C2=Nn3c([n+](C)c4ccccc43)SC2)cc1. The result is 0 (unstable in rat liver microsomes). (3) The compound is NS(=O)(=O)c1ccc(-c2cnn3cc(-c4ccc(C5CCNCC5)cc4)cnc23)c2ccccc12. The result is 0 (unstable in rat liver microsomes). (4) The drug is CC1(C)[C@H]2CC[C@](C)(C2)[C@H]1NC(=O)c1nn(-c2ccc(F)cc2F)c2c1C[C@H]1C[C@@H]21. The result is 1 (stable in rat liver microsomes). (5) The result is 0 (unstable in rat liver microsomes). The molecule is CCOc1nc(NC(=O)C2(NC(=O)c3ccc4c(C5CCCC5)c(-c5ncc(Cl)cn5)n(C)c4c3)CCC2)ncc1C=CC(=O)O. (6) The compound is O=C(C1CC1)N1CCC(Oc2ccc3c(c2)CCC2(CCN(C4CCC4)CC2)O3)CC1. The result is 0 (unstable in rat liver microsomes). (7) The compound is COCCCn1c(NC(=O)c2ccno2)nc2cc(CNc3ccccc3)ccc21. The result is 1 (stable in rat liver microsomes). (8) The molecule is CC(=O)c1sc(NC(=O)c2ccco2)nc1-c1ccccc1. The result is 1 (stable in rat liver microsomes). (9) The drug is C[C@H](C#N)NC(=O)c1cccc(-c2cc(-c3ccc(N4CCN(C)CC4)cc3)on2)c1. The result is 1 (stable in rat liver microsomes). (10) The compound is CC(C)NC(=O)CN1CCNCC1. The result is 0 (unstable in rat liver microsomes).